This data is from Full USPTO retrosynthesis dataset with 1.9M reactions from patents (1976-2016). The task is: Predict the reactants needed to synthesize the given product. (1) Given the product [N:30]1[CH:35]=[CH:34][C:33]([CH:36]([C:2]2[N:3]=[CH:4][N:5]([C:7]([C:8]3[CH:9]=[CH:10][CH:11]=[CH:12][CH:13]=3)([C:20]3[CH:21]=[CH:22][CH:23]=[CH:24][CH:25]=3)[C:14]3[CH:19]=[CH:18][CH:17]=[CH:16][CH:15]=3)[CH:6]=2)[OH:37])=[CH:32][CH:31]=1, predict the reactants needed to synthesize it. The reactants are: I[C:2]1[N:3]=[CH:4][N:5]([C:7]([C:20]2[CH:25]=[CH:24][CH:23]=[CH:22][CH:21]=2)([C:14]2[CH:19]=[CH:18][CH:17]=[CH:16][CH:15]=2)[C:8]2[CH:13]=[CH:12][CH:11]=[CH:10][CH:9]=2)[CH:6]=1.C([Mg]Br)C.[N:30]1[CH:35]=[CH:34][C:33]([CH:36]=[O:37])=[CH:32][CH:31]=1. (2) The reactants are: [C:1]([O:5][C:6]([N:8]1[C:17]2[C:12](=[CH:13][CH:14]=[C:15]([CH2:18][O:19]C(=O)C)[N:16]=2)[CH2:11][CH2:10][CH:9]1[CH3:23])=[O:7])([CH3:4])([CH3:3])[CH3:2].[OH-].[Na+]. Given the product [C:1]([O:5][C:6]([N:8]1[C:17]2[C:12](=[CH:13][CH:14]=[C:15]([CH2:18][OH:19])[N:16]=2)[CH2:11][CH2:10][CH:9]1[CH3:23])=[O:7])([CH3:4])([CH3:2])[CH3:3], predict the reactants needed to synthesize it. (3) Given the product [O:1]1[CH:41]=[CH:42][CH:43]=[C:39]1[CH2:38][N:20]1[C:19](=[O:18])[C:27]2[C:22](=[CH:23][CH:24]=[CH:25][CH:26]=2)[CH:21]1[S:28][CH2:29][C:30]([NH:32][C:33]1[S:34][CH:35]=[CH:36][N:37]=1)=[O:31], predict the reactants needed to synthesize it. The reactants are: [OH:1]C1C2C(=CC=CC=2)C(=O)N1CC1SC=CC=1.[O:18]=[C:19]1[C:27]2[C:22](=[CH:23][CH:24]=[CH:25][CH:26]=2)[CH:21]([S:28][CH2:29][C:30]([NH:32][C:33]2[S:34][CH:35]=[CH:36][N:37]=2)=[O:31])[N:20]1[CH2:38][C:39]1S[CH:41]=[CH:42][CH:43]=1.